Dataset: Full USPTO retrosynthesis dataset with 1.9M reactions from patents (1976-2016). Task: Predict the reactants needed to synthesize the given product. (1) Given the product [O:18]([C:15]1[CH:16]=[CH:17][C:12]([C:4]2[N:3]=[C:2]([C:29]3[CH:28]=[CH:27][NH:26][N:25]=3)[N:6]3[CH:7]=[CH:8][N:9]=[C:10]([NH2:11])[C:5]=23)=[CH:13][CH:14]=1)[C:19]1[CH:24]=[CH:23][CH:22]=[CH:21][CH:20]=1, predict the reactants needed to synthesize it. The reactants are: Br[C:2]1[N:6]2[CH:7]=[CH:8][N:9]=[C:10]([NH2:11])[C:5]2=[C:4]([C:12]2[CH:17]=[CH:16][C:15]([O:18][C:19]3[CH:24]=[CH:23][CH:22]=[CH:21][CH:20]=3)=[CH:14][CH:13]=2)[N:3]=1.[NH:25]1[CH:29]=[CH:28][C:27](B(O)O)=[N:26]1.C(=O)([O-])[O-].[K+].[K+].COCCOC.O. (2) Given the product [CH3:1][C:2]1[C:14]2[CH:13]([CH2:18][CH3:19])[C:12]3[C:7](=[CH:8][CH:9]=[CH:10][C:11]=3[CH3:15])[C:6]=2[CH:5]=[C:4]([CH3:16])[CH:3]=1, predict the reactants needed to synthesize it. The reactants are: [CH3:1][C:2]1[C:14]2[CH2:13][C:12]3[C:7](=[CH:8][CH:9]=[CH:10][C:11]=3[CH3:15])[C:6]=2[CH:5]=[C:4]([CH3:16])[CH:3]=1.[Li][CH2:18][CH2:19]CC.ICC. (3) The reactants are: O.NN.O=C1C2C(=CC=CC=2)C(=O)[N:6]1[O:15][CH:16]([C:25]1[CH:26]=[C:27]([CH:30]=[CH:31][CH:32]=1)[C:28]#[N:29])[C:17]([N:19]1[CH2:24][CH2:23][O:22][CH2:21][CH2:20]1)=[O:18]. Given the product [NH2:6][O:15][CH:16]([C:25]1[CH:26]=[C:27]([CH:30]=[CH:31][CH:32]=1)[C:28]#[N:29])[C:17]([N:19]1[CH2:24][CH2:23][O:22][CH2:21][CH2:20]1)=[O:18], predict the reactants needed to synthesize it. (4) Given the product [ClH:34].[O:1]1[C:10]2[C:5](=[N:6][CH:7]=[C:8]([CH2:11][NH:12][CH:13]3[CH2:18][CH2:17][N:16]([CH2:19][CH2:20][N:21]4[C:30]5[C:25](=[CH:26][CH:27]=[C:28]([O:31][CH3:32])[CH:29]=5)[N:24]=[CH:23][C:22]4=[O:33])[CH2:15][CH2:14]3)[CH:9]=2)[O:4][CH2:3][CH2:2]1, predict the reactants needed to synthesize it. The reactants are: [O:1]1[C:10]2[C:5](=[N:6][CH:7]=[C:8]([CH2:11][NH:12][CH:13]3[CH2:18][CH2:17][N:16]([CH2:19][CH2:20][N:21]4[C:30]5[C:25](=[CH:26][CH:27]=[C:28]([O:31][CH3:32])[CH:29]=5)[N:24]=[CH:23][C:22]4=[O:33])[CH2:15][CH2:14]3)[CH:9]=2)[O:4][CH2:3][CH2:2]1.[ClH:34].C(OCC)(=O)C. (5) Given the product [Cl:31][C:28]1[CH:29]=[CH:30][C:25]([CH:10]2[C:5]3[N:6]([CH:7]([CH3:9])[CH3:8])[C:2]([C:39]4[C:34]([O:33][CH3:32])=[N:35][CH:36]=[CH:37][CH:38]=4)=[N:3][C:4]=3[C:12](=[O:13])[N:11]2[C:14]2[CH:15]=[C:16]([CH3:24])[C:17]3[N:21]=[N:20][N:19]([CH3:22])[C:18]=3[CH:23]=2)=[CH:26][CH:27]=1, predict the reactants needed to synthesize it. The reactants are: Br[C:2]1[N:6]([CH:7]([CH3:9])[CH3:8])[C:5]2[CH:10]([C:25]3[CH:30]=[CH:29][C:28]([Cl:31])=[CH:27][CH:26]=3)[N:11]([C:14]3[CH:15]=[C:16]([CH3:24])[C:17]4[N:21]=[N:20][N:19]([CH3:22])[C:18]=4[CH:23]=3)[C:12](=[O:13])[C:4]=2[N:3]=1.[CH3:32][O:33][C:34]1[C:39](B(O)O)=[CH:38][CH:37]=[CH:36][N:35]=1.C([O-])(O)=O.[Na+]. (6) Given the product [C:14]([C:15]1[CH:22]=[CH:21][C:18]([CH2:19][NH:20][S:4]([CH2:3][CH2:2][Cl:1])(=[O:6])=[O:5])=[CH:17][CH:16]=1)#[N:13], predict the reactants needed to synthesize it. The reactants are: [Cl:1][CH2:2][CH2:3][S:4](Cl)(=[O:6])=[O:5].CS(O)(=O)=O.[NH2:13][CH2:14][C:15]1[CH:22]=[CH:21][C:18]([C:19]#[N:20])=[CH:17][CH:16]=1.N1C=CC=CC=1.C(C1C=CC(CNS(C=C)(=O)=O)=CC=1)#N. (7) Given the product [CH:17]1([C:20]([N:1]2[C:5]3[CH:6]=[CH:7][CH:8]=[CH:9][C:4]=3[N:3]=[N:2]2)=[O:21])[CH2:19][CH2:18]1, predict the reactants needed to synthesize it. The reactants are: [NH:1]1[C:5]2[CH:6]=[CH:7][CH:8]=[CH:9][C:4]=2[N:3]=[N:2]1.C(N(CC)CC)C.[CH:17]1([C:20](Cl)=[O:21])[CH2:19][CH2:18]1. (8) Given the product [F:1][C:2]1[CH:3]=[C:4]([C:10]2[CH:11]([CH3:16])[CH2:12][C:13](=[O:14])[NH:19][N:20]=2)[CH:5]=[CH:6][C:7]=1[O:8][CH3:9], predict the reactants needed to synthesize it. The reactants are: [F:1][C:2]1[CH:3]=[C:4]([C:10](=O)[CH:11]([CH3:16])[CH2:12][C:13](O)=[O:14])[CH:5]=[CH:6][C:7]=1[O:8][CH3:9].O.[NH2:19][NH2:20].C(O)(=O)C.O. (9) Given the product [Br:1][C:2]1[CH:3]=[C:4]2[C:8](=[CH:9][CH:10]=1)[NH:7][CH:6]=[C:5]2[S:11]([C:12]1[CH:17]=[CH:16][C:15]([F:18])=[CH:14][CH:13]=1)(=[O:22])=[O:27], predict the reactants needed to synthesize it. The reactants are: [Br:1][C:2]1[CH:3]=[C:4]2[C:8](=[CH:9][CH:10]=1)[NH:7][CH:6]=[C:5]2[S:11][C:12]1[CH:17]=[CH:16][C:15]([F:18])=[CH:14][CH:13]=1.OO.C(=O)([O-])[O-:22].[Na+].[Na+].[OH2:27]. (10) Given the product [CH2:37]([O:36][C:34]([CH2:33][O:32][C:30]1[CH:29]=[CH:28][C:24]2[CH2:25][CH2:26][CH2:27][C@@H:21]([NH:9][CH2:10][C@@H:11]([OH:20])[CH2:12][O:13][C:14]3[CH:19]=[CH:18][CH:17]=[CH:16][CH:15]=3)[CH2:22][C:23]=2[CH:31]=1)=[O:35])[CH3:38], predict the reactants needed to synthesize it. The reactants are: C1([C@H]([N:9]([C@@H:21]2[CH2:27][CH2:26][CH2:25][C:24]3[CH:28]=[CH:29][C:30]([O:32][CH2:33][C:34]([O:36][CH2:37][CH3:38])=[O:35])=[CH:31][C:23]=3[CH2:22]2)[CH2:10][C@@H:11]([OH:20])[CH2:12][O:13][C:14]2[CH:19]=[CH:18][CH:17]=[CH:16][CH:15]=2)C)C=CC=CC=1.[H][H].